Dataset: Catalyst prediction with 721,799 reactions and 888 catalyst types from USPTO. Task: Predict which catalyst facilitates the given reaction. (1) Reactant: [Cr](Cl)([O-])(=O)=O.[NH+]1C=CC=CC=1.[F:12][C:13]1[CH:20]=[CH:19][C:16]([C:17]#[N:18])=[CH:15][C:14]=1[CH:21]([OH:34])[C:22]1[CH:31]=[CH:30][C:29]2[C:24](=[CH:25][CH:26]=[C:27]([O:32][CH3:33])[CH:28]=2)[CH:23]=1. Product: [F:12][C:13]1[CH:20]=[CH:19][C:16]([C:17]#[N:18])=[CH:15][C:14]=1[C:21]([C:22]1[CH:31]=[CH:30][C:29]2[C:24](=[CH:25][CH:26]=[C:27]([O:32][CH3:33])[CH:28]=2)[CH:23]=1)=[O:34]. The catalyst class is: 4. (2) Reactant: C([O:4][C@H:5]1[C@@H:11]([O:12]C(=O)C)[CH2:10][O:9][CH:7]([OH:8])[C@@H:6]1[F:16])(=O)C.C[O-].[Na+]. Product: [F:16][C@@H:6]1[C@@H:5]([OH:4])[C@@H:11]([OH:12])[CH2:10][O:9][CH:7]1[OH:8]. The catalyst class is: 5. (3) Reactant: [H-].[Na+].[CH3:3][C:4]1[CH:9]=[C:8]([CH3:10])[CH:7]=[C:6]([CH3:11])[C:5]=1[OH:12].Cl[C:14]1[N:23]=[C:22]([Cl:24])[CH:21]=[CH:20][C:15]=1[C:16]([O:18][CH3:19])=[O:17].O. Product: [Cl:24][C:22]1[N:23]=[C:14]([O:12][C:5]2[C:6]([CH3:11])=[CH:7][C:8]([CH3:10])=[CH:9][C:4]=2[CH3:3])[C:15]([C:16]([O:18][CH3:19])=[O:17])=[CH:20][CH:21]=1. The catalyst class is: 9. (4) Reactant: [N+:1]([C:4]1[C:13]2[C:8](=[CH:9][CH:10]=[CH:11][CH:12]=2)[C:7]([OH:14])=[CH:6][CH:5]=1)([O-:3])=[O:2].C1C=CC(P(C2C=CC=CC=2)C2C=CC=CC=2)=CC=1.[NH2:34][C:35]1[CH:36]=[N:37][CH:38]=[CH:39][C:40]=1[CH2:41][CH2:42]O.CC(OC(/N=N/C(OC(C)C)=O)=O)C. Product: [N+:1]([C:4]1[C:13]2[C:8](=[CH:9][CH:10]=[CH:11][CH:12]=2)[C:7]([O:14][CH2:42][CH2:41][C:40]2[CH:39]=[CH:38][N:37]=[CH:36][C:35]=2[NH2:34])=[CH:6][CH:5]=1)([O-:3])=[O:2]. The catalyst class is: 1. (5) Reactant: [F:1][C:2]1[CH:7]=[CH:6][C:5]([C:8]2[CH:13]=[CH:12][N:11]=[CH:10][C:9]=2[NH:14][C:15](=[O:21])[O:16][C:17]([CH3:20])([CH3:19])[CH3:18])=[C:4]([CH3:22])[CH:3]=1.[H-].[Na+].I[CH3:26].[NH4+].[Cl-]. Product: [C:17]([O:16][C:15](=[O:21])[N:14]([C:9]1[CH:10]=[N:11][CH:12]=[CH:13][C:8]=1[C:5]1[CH:6]=[CH:7][C:2]([F:1])=[CH:3][C:4]=1[CH3:22])[CH3:26])([CH3:18])([CH3:19])[CH3:20]. The catalyst class is: 1. (6) Reactant: [Cl:1][C:2]1[CH:7]=[CH:6][C:5]([CH:8]([NH:21][CH2:22][CH:23]2[CH2:25][CH2:24]2)[C:9]2[N:13]([C:14]3[CH:19]=[CH:18][CH:17]=[CH:16][C:15]=3F)[N:12]=[N:11][N:10]=2)=[CH:4][CH:3]=1.C([O-])([O-])=O.[Cs+].[Cs+]. Product: [Cl:1][C:2]1[CH:7]=[CH:6][C:5]([CH:8]2[N:21]([CH2:22][CH:23]3[CH2:25][CH2:24]3)[C:19]3[C:14](=[CH:15][CH:16]=[CH:17][CH:18]=3)[N:13]3[N:12]=[N:11][N:10]=[C:9]23)=[CH:4][CH:3]=1. The catalyst class is: 3.